From a dataset of Full USPTO retrosynthesis dataset with 1.9M reactions from patents (1976-2016). Predict the reactants needed to synthesize the given product. (1) Given the product [Br:13][C:14]1[CH:19]=[CH:18][C:17]([CH2:20][N:1]2[CH:5]=[CH:4][N:3]=[C:2]2[C:6]2[N:10]([CH2:20][C:17]3[CH:16]=[CH:15][C:14]([Br:13])=[CH:19][CH:18]=3)[CH:9]=[CH:8][N:7]=2)=[CH:16][CH:15]=1, predict the reactants needed to synthesize it. The reactants are: [NH:1]1[CH:5]=[CH:4][N:3]=[C:2]1[C:6]1[NH:7][CH:8]=[CH:9][N:10]=1.[H-].[Na+].[Br:13][C:14]1[CH:19]=[CH:18][C:17]([CH2:20]Br)=[CH:16][CH:15]=1.[NH4+].[Cl-]. (2) The reactants are: Cl[C:2]1[C:3](=[O:24])[C:4](=[O:23])[C:5]=1[NH:6][C:7]1[CH:12]=[CH:11][CH:10]=[C:9]([C:13]([N:15]2[CH2:20][CH2:19][N:18]([CH3:21])[CH2:17][CH2:16]2)=[O:14])[C:8]=1[OH:22].[F:25][C:26]1[CH:32]=[C:31]([F:33])[CH:30]=[CH:29][C:27]=1[NH2:28]. Given the product [OH:22][C:8]1[C:9]([C:13]([N:15]2[CH2:20][CH2:19][N:18]([CH3:21])[CH2:17][CH2:16]2)=[O:14])=[CH:10][CH:11]=[CH:12][C:7]=1[NH:6][C:5]1[C:4](=[O:23])[C:3](=[O:24])[C:2]=1[NH:28][C:27]1[CH:29]=[CH:30][C:31]([F:33])=[CH:32][C:26]=1[F:25], predict the reactants needed to synthesize it. (3) Given the product [C:1]([C:3]1([C:30]2[CH:35]=[CH:34][CH:33]=[CH:32][N:31]=2)[CH2:8][CH2:7][N:6]([CH2:9][C:10]2[CH:11]=[C:12]([C:21]([NH:23][CH:24]3[CH2:29][CH2:28][N:27]([C:44]([O:46][CH3:47])=[O:45])[CH2:26][CH2:25]3)=[O:22])[C:13](=[O:20])[N:14]3[C:19]=2[CH:18]=[CH:17][CH:16]=[CH:15]3)[CH2:5][CH2:4]1)#[N:2], predict the reactants needed to synthesize it. The reactants are: [C:1]([C:3]1([C:30]2[CH:35]=[CH:34][CH:33]=[CH:32][N:31]=2)[CH2:8][CH2:7][N:6]([CH2:9][C:10]2[CH:11]=[C:12]([C:21]([NH:23][CH:24]3[CH2:29][CH2:28][NH:27][CH2:26][CH2:25]3)=[O:22])[C:13](=[O:20])[N:14]3[C:19]=2[CH:18]=[CH:17][CH:16]=[CH:15]3)[CH2:5][CH2:4]1)#[N:2].C(N(CC)CC)C.Cl[C:44]([O:46][CH3:47])=[O:45]. (4) Given the product [O:59]1[CH2:60][CH2:61][N:56]([C:50]2[CH:51]=[CH:52][C:53]3[C:54]4[N:55]=[C:43]([C:2]5[CH:3]=[C:4]6[C:8](=[CH:9][CH:10]=5)[N:7]([CH2:11][CH2:12][N:13]5[CH2:18][CH2:17][O:16][CH2:15][CH2:14]5)[N:6]=[CH:5]6)[CH:44]=[C:45]([C:62]([NH2:64])=[O:63])[C:46]=4[NH:47][C:48]=3[CH:49]=2)[CH2:57][CH2:58]1, predict the reactants needed to synthesize it. The reactants are: Br[C:2]1[CH:3]=[C:4]2[C:8](=[CH:9][CH:10]=1)[N:7]([CH2:11][CH2:12][N:13]1[CH2:18][CH2:17][O:16][CH2:15][CH2:14]1)[N:6]=[CH:5]2.CC1(C)C(C)(C)OB(B2OC(C)(C)C(C)(C)O2)O1.C([O-])(=O)C.[K+].Br[C:43]1[CH:44]=[C:45]([C:62]([NH2:64])=[O:63])[C:46]2[NH:47][C:48]3[CH:49]=[C:50]([N:56]4[CH2:61][CH2:60][O:59][CH2:58][CH2:57]4)[CH:51]=[CH:52][C:53]=3[C:54]=2[N:55]=1.CC1(C)C(C)(C)OB(C2C=C3C(=CC=2)N(CCN2CCOCC2)N=C3)O1.C([O-])([O-])=O.[Na+].[Na+]. (5) Given the product [Br:17][C:18]1[CH:26]=[CH:25][C:21]([C:22]([NH:15][CH:5]([CH2:6][C:7]2[CH:12]=[CH:11][C:10]([Cl:13])=[CH:9][C:8]=2[Cl:14])[C:4]([OH:3])=[O:16])=[O:23])=[C:20]([NH:27][S:28]([C:31]2[C:32]([F:38])=[CH:33][CH:34]=[CH:35][C:36]=2[F:37])(=[O:30])=[O:29])[CH:19]=1, predict the reactants needed to synthesize it. The reactants are: Cl.C[O:3][C:4](=[O:16])[C@@H:5]([NH2:15])[CH2:6][C:7]1[CH:12]=[CH:11][C:10]([Cl:13])=[CH:9][C:8]=1[Cl:14].[Br:17][C:18]1[CH:26]=[CH:25][C:21]([C:22](O)=[O:23])=[C:20]([NH:27][S:28]([C:31]2[C:36]([F:37])=[CH:35][CH:34]=[CH:33][C:32]=2[F:38])(=[O:30])=[O:29])[CH:19]=1. (6) Given the product [F:10][C:8]1[CH:9]=[C:4]([CH2:3][CH:2]([NH:1][C:22](=[O:24])[CH3:23])[CH:12]2[CH:16]3[CH2:17][CH2:18][CH2:19][CH2:20][N:15]3[C:14](=[O:21])[O:13]2)[CH:5]=[C:6]([F:11])[CH:7]=1, predict the reactants needed to synthesize it. The reactants are: [NH2:1][CH:2]([CH:12]1[CH:16]2[CH2:17][CH2:18][CH2:19][CH2:20][N:15]2[C:14](=[O:21])[O:13]1)[CH2:3][C:4]1[CH:9]=[C:8]([F:10])[CH:7]=[C:6]([F:11])[CH:5]=1.[C:22](N1C=CN=C1)(=[O:24])[CH3:23].CCN(C(C)C)C(C)C.